This data is from Catalyst prediction with 721,799 reactions and 888 catalyst types from USPTO. The task is: Predict which catalyst facilitates the given reaction. (1) Reactant: COC1C=C(OC)C=CC=1C[N:6]1[C:10]([C:11]2[C:19]3[C:14](=[N:15][CH:16]=[CH:17][CH:18]=3)[N:13]([CH2:20][C:21]3[CH:26]=[CH:25][CH:24]=[CH:23][C:22]=3[F:27])[N:12]=2)=[N:9][NH:8][C:7]1=[O:28].C1(C)C=CC(S(O)(=O)=O)=CC=1. Product: [F:27][C:22]1[CH:23]=[CH:24][CH:25]=[CH:26][C:21]=1[CH2:20][N:13]1[C:14]2=[N:15][CH:16]=[CH:17][CH:18]=[C:19]2[C:11]([C:10]2[NH:6][C:7](=[O:28])[NH:8][N:9]=2)=[N:12]1. The catalyst class is: 11. (2) Reactant: Cl[C:2]1[N:7]=[CH:6][N:5]=[C:4]([NH2:8])[C:3]=1[O:9][CH3:10].Cl.[N:12]1([CH2:16][CH2:17][N:18]2[CH:22]=[C:21]([C:23]3[CH:28]=[CH:27][N:26]=[C:25]([C:29]([F:32])([F:31])[F:30])[CH:24]=3)[N:20]=[C:19]2[CH:33]2[CH2:38][CH2:37][NH:36][CH2:35][CH2:34]2)[CH2:15][CH2:14][CH2:13]1.C([O-])([O-])=O.[Cs+].[Cs+]. Product: [N:12]1([CH2:16][CH2:17][N:18]2[CH:22]=[C:21]([C:23]3[CH:28]=[CH:27][N:26]=[C:25]([C:29]([F:32])([F:30])[F:31])[CH:24]=3)[N:20]=[C:19]2[CH:33]2[CH2:34][CH2:35][N:36]([C:2]3[N:7]=[CH:6][N:5]=[C:4]([NH2:8])[C:3]=3[O:9][CH3:10])[CH2:37][CH2:38]2)[CH2:13][CH2:14][CH2:15]1. The catalyst class is: 16. (3) Reactant: CS(C)=O.FC(F)(F)C(OC(=O)C(F)(F)F)=O.[OH:18][CH:19]1[CH:24]([OH:25])[CH2:23][CH2:22][N:21]([C:26]([O:28][C:29]([CH3:32])([CH3:31])[CH3:30])=[O:27])[CH2:20]1.C(N(CC)CC)C. Product: [O:18]=[C:19]1[C:24](=[O:25])[CH2:23][CH2:22][N:21]([C:26]([O:28][C:29]([CH3:32])([CH3:31])[CH3:30])=[O:27])[CH2:20]1. The catalyst class is: 4.